From a dataset of Forward reaction prediction with 1.9M reactions from USPTO patents (1976-2016). Predict the product of the given reaction. (1) The product is: [CH3:48][O:47][C:45]1[CH:46]=[CH:39][C:40]([C:41]#[N:42])=[C:43]([B:28]2[O:29][C:30]([CH3:35])([CH3:36])[C:31]([CH3:33])([CH3:34])[O:32]2)[CH:44]=1. Given the reactants C1(P(C2CCCCC2)C2CCCCC2)CCCCC1.[CH3:35][C:30]1([CH3:36])[C:31]([CH3:34])([CH3:33])[O:32][B:28]([B:28]2[O:32][C:31]([CH3:34])([CH3:33])[C:30]([CH3:36])([CH3:35])[O:29]2)[O:29]1.Cl[C:39]1[CH:46]=[C:45]([O:47][CH3:48])[CH:44]=[CH:43][C:40]=1[C:41]#[N:42], predict the reaction product. (2) The product is: [CH2:1]([O:3][C:4](=[O:21])[C:5]1[CH:6]=[C:7]([C:8]2[O:10][N:44]=[C:31]([CH3:32])[N:30]=2)[CH:11]=[C:12]([C:14]([N:15]([CH3:19])[CH2:16][CH2:17][CH3:18])=[O:20])[CH:13]=1)[CH3:2]. Given the reactants [CH2:1]([O:3][C:4](=[O:21])[C:5]1[CH:13]=[C:12]([C:14](=[O:20])[N:15]([CH3:19])[CH2:16][CH2:17][CH3:18])[CH:11]=[C:7]([C:8]([OH:10])=O)[CH:6]=1)[CH3:2].Cl.CN(C)CCCN=C=[N:30][CH2:31][CH3:32].C1COCC1.[F-].C([N+:44](CCCC)(CCCC)CCCC)CCC, predict the reaction product. (3) Given the reactants [CH2:1]([N:8]1[CH2:13][CH2:12][NH:11][C@@H:10]([CH2:14][CH3:15])[CH2:9]1)[C:2]1[CH:7]=[CH:6][CH:5]=[CH:4][CH:3]=1.[H-].[Na+].Cl[C:19]1[O:20][C:21]2[C:22](=[C:24]([C:28]([O:30][CH3:31])=[O:29])[CH:25]=[CH:26][CH:27]=2)[N:23]=1, predict the reaction product. The product is: [CH2:1]([N:8]1[CH2:13][CH2:12][N:11]([C:19]2[O:20][C:21]3[C:22](=[C:24]([C:28]([O:30][CH3:31])=[O:29])[CH:25]=[CH:26][CH:27]=3)[N:23]=2)[C@@H:10]([CH2:14][CH3:15])[CH2:9]1)[C:2]1[CH:3]=[CH:4][CH:5]=[CH:6][CH:7]=1.